This data is from Full USPTO retrosynthesis dataset with 1.9M reactions from patents (1976-2016). The task is: Predict the reactants needed to synthesize the given product. (1) Given the product [CH2:7]([NH:6][C:3]1[CH:4]=[CH:5][S:1][CH:2]=1)[CH2:8][CH2:9][CH2:10][CH3:11], predict the reactants needed to synthesize it. The reactants are: [S:1]1[CH:5]=[CH:4][C:3]([NH:6][C:7](=O)[CH2:8][CH2:9][CH2:10][CH3:11])=[CH:2]1.[H-].[H-].[H-].[H-].[Li+].[Al+3]. (2) Given the product [CH2:1]([N:5]1[C:13]2[C:12](=[O:14])[N:11]([CH2:40][C:39]3[CH:42]=[CH:43][CH:44]=[CH:45][C:38]=3[C:36]#[N:37])[C:10]([Cl:15])=[N:9][C:8]=2[N:7]=[C:6]1[N:16]1[CH2:21][CH2:20][CH2:19][CH:18]([NH:22][C:23](=[O:29])[O:24][C:25]([CH3:28])([CH3:27])[CH3:26])[CH2:17]1)[C:2]#[C:3][CH3:4], predict the reactants needed to synthesize it. The reactants are: [CH2:1]([N:5]1[C:13]2[C:12](=[O:14])[NH:11][C:10]([Cl:15])=[N:9][C:8]=2[N:7]=[C:6]1[N:16]1[CH2:21][CH2:20][CH2:19][CH:18]([NH:22][C:23](=[O:29])[O:24][C:25]([CH3:28])([CH3:27])[CH3:26])[CH2:17]1)[C:2]#[C:3][CH3:4].C(=O)([O-])[O-].[K+].[K+].[C:36]([C:38]1[CH:45]=[CH:44][CH:43]=[CH:42][C:39]=1[CH2:40]Br)#[N:37]. (3) Given the product [Br:14][CH2:12][CH2:11][C:3]1[CH:4]=[CH:5][C:6]([N+:8]([O-:10])=[O:9])=[CH:7][C:2]=1[F:1], predict the reactants needed to synthesize it. The reactants are: [F:1][C:2]1[CH:7]=[C:6]([N+:8]([O-:10])=[O:9])[CH:5]=[CH:4][C:3]=1[CH2:11][CH2:12]O.[BrH:14].S(=O)(=O)(O)O. (4) Given the product [F:50][C:49]1[CH:48]=[C:47]2[C:42]([CH:43]=[CH:44][CH:45]=[N:46]2)=[CH:41][C:40]=1[CH:38]([N:35]1[C:33]2=[N:34][C:29]([C:27](=[O:26])[CH3:28])=[CH:30][N:31]=[C:32]2[N:37]=[N:36]1)[CH3:39], predict the reactants needed to synthesize it. The reactants are: N1C2C(=CC(CN3C4=NC(C(=O)C)=CN=C4N=N3)=CC=2)C=CC=1.C([O:26][C:27]([C:29]1[N:34]=[C:33]2[N:35]([CH:38]([C:40]3[CH:41]=[C:42]4[C:47](=[CH:48][C:49]=3[F:50])[N:46]=[CH:45][CH:44]=[CH:43]4)[CH3:39])[N:36]=[N:37][C:32]2=[N:31][CH:30]=1)=[CH2:28])C.